From a dataset of Forward reaction prediction with 1.9M reactions from USPTO patents (1976-2016). Predict the product of the given reaction. (1) Given the reactants [F:1][C:2]([F:30])([F:29])[C:3]1[CH:8]=[CH:7][C:6]([C:9]2[CH:10]=[C:11]3[C:15](=[CH:16][CH:17]=2)[N:14]([S:18]([C:21]2[CH:28]=[CH:27][C:24]([C:25]#[N:26])=[CH:23][CH:22]=2)(=[O:20])=[O:19])[CH2:13][CH2:12]3)=[CH:5][CH:4]=1.Cl.[NH2:32][OH:33].C(N(CC)CC)C, predict the reaction product. The product is: [OH:33][NH:32][C:25](=[NH:26])[C:24]1[CH:27]=[CH:28][C:21]([S:18]([N:14]2[C:15]3[C:11](=[CH:10][C:9]([C:6]4[CH:7]=[CH:8][C:3]([C:2]([F:30])([F:29])[F:1])=[CH:4][CH:5]=4)=[CH:17][CH:16]=3)[CH2:12][CH2:13]2)(=[O:20])=[O:19])=[CH:22][CH:23]=1. (2) Given the reactants [O:1]1[CH:5]=[CH:4][CH:3]=[C:2]1[C:6]1[O:7][C:8]([CH3:30])=[C:9]([CH2:11][O:12][C:13]2[CH:29]=[CH:28][C:16]([CH2:17][O:18][C:19]3[C:24]([CH2:25][C:26]#N)=[CH:23][CH:22]=[CH:21][N:20]=3)=[CH:15][CH:14]=2)[N:10]=1.COCCO.[OH-:36].[K+].Cl.[OH2:39], predict the reaction product. The product is: [O:1]1[CH:5]=[CH:4][CH:3]=[C:2]1[C:6]1[O:7][C:8]([CH3:30])=[C:9]([CH2:11][O:12][C:13]2[CH:29]=[CH:28][C:16]([CH2:17][O:18][C:19]3[C:24]([CH2:25][C:26]([OH:39])=[O:36])=[CH:23][CH:22]=[CH:21][N:20]=3)=[CH:15][CH:14]=2)[N:10]=1. (3) Given the reactants Cl[C:2]1[CH:3]=[C:4]([C:11]2[CH:12]=[N:13][CH:14]=[CH:15][CH:16]=2)[C:5]2[N:6]([CH:8]=[CH:9][N:10]=2)[N:7]=1.C([O-])=O.[NH4+], predict the reaction product. The product is: [N:13]1[CH:14]=[CH:15][CH:16]=[C:11]([C:4]2[C:5]3[N:6]([CH:8]=[CH:9][N:10]=3)[N:7]=[CH:2][CH:3]=2)[CH:12]=1. (4) Given the reactants [C:1]([C:3]1[S:7][N:6]=[C:5]([CH3:8])[C:4]=1[C:9](OC)=[O:10])#[N:2].CO.[BH4-].[Li+], predict the reaction product. The product is: [C:1]([C:3]1[S:7][N:6]=[C:5]([CH3:8])[C:4]=1[CH2:9][OH:10])#[N:2]. (5) Given the reactants CC(C)([O-])C.[Na+].Cl[C:8]1[N:9]([CH2:16][CH2:17][CH:18]([OH:48])[CH2:19][O:20][C:21]2[CH:26]=[CH:25][C:24]([N:27]3[CH2:32][CH2:31][CH:30]([CH2:33][C:34]4[O:35][C:36]5[CH:42]=[CH:41][C:40]([O:43][C:44]([F:47])([F:46])[F:45])=[CH:39][C:37]=5[CH:38]=4)[CH2:29][CH2:28]3)=[CH:23][CH:22]=2)[CH:10]=[C:11]([N+:13]([O-:15])=[O:14])[N:12]=1.[Cl-].[NH4+], predict the reaction product. The product is: [N+:13]([C:11]1[N:12]=[C:8]2[N:9]([CH:10]=1)[CH2:16][CH2:17][CH:18]([CH2:19][O:20][C:21]1[CH:26]=[CH:25][C:24]([N:27]3[CH2:32][CH2:31][CH:30]([CH2:33][C:34]4[O:35][C:36]5[CH:42]=[CH:41][C:40]([O:43][C:44]([F:47])([F:46])[F:45])=[CH:39][C:37]=5[CH:38]=4)[CH2:29][CH2:28]3)=[CH:23][CH:22]=1)[O:48]2)([O-:15])=[O:14]. (6) Given the reactants [C:1]1([C:7]2[N:8]=[C:9]3[CH:22](CC([O-])=O)[CH:21](CC([O-])=O)[CH2:20][NH:19][C:10]3=[N:11][C:12]=2[C:13]2[CH:18]=[CH:17][CH:16]=[CH:15][CH:14]=2)[CH:6]=[CH:5][CH:4]=[CH:3][CH:2]=1.O=[CH:32][CH2:33][CH2:34][CH2:35][CH2:36][CH2:37][C:38]([O:40][CH2:41][CH3:42])=[O:39].[C:43]([O:46][BH-]([O:46][C:43](=[O:45])[CH3:44])[O:46][C:43](=[O:45])[CH3:44])(=[O:45])[CH3:44].[Na+], predict the reaction product. The product is: [C:43]([O:46][CH:21]1[CH2:20][N:19]([CH2:32][CH2:33][CH2:34][CH2:35][CH2:36][CH2:37][C:38]([O:40][CH2:41][CH3:42])=[O:39])[C:10]2=[N:11][C:12]([C:13]3[CH:14]=[CH:15][CH:16]=[CH:17][CH:18]=3)=[C:7]([C:1]3[CH:2]=[CH:3][CH:4]=[CH:5][CH:6]=3)[N:8]=[C:9]2[CH:22]1[O:40][C:38](=[O:39])[CH3:37])(=[O:45])[CH3:44].